Dataset: Full USPTO retrosynthesis dataset with 1.9M reactions from patents (1976-2016). Task: Predict the reactants needed to synthesize the given product. (1) Given the product [CH:21]([N:24]1[CH2:29][CH2:28][CH:27]([O:1][C:2]2[CH:10]=[CH:9][C:8]3[N:7]4[CH2:11][CH2:12][CH2:13][N:14]([CH2:17][CH2:18][O:19][CH3:20])[C:15](=[O:16])[C:6]4=[CH:5][C:4]=3[CH:3]=2)[CH2:26][CH2:25]1)([CH3:23])[CH3:22], predict the reactants needed to synthesize it. The reactants are: [OH:1][C:2]1[CH:10]=[CH:9][C:8]2[N:7]3[CH2:11][CH2:12][CH2:13][N:14]([CH2:17][CH2:18][O:19][CH3:20])[C:15](=[O:16])[C:6]3=[CH:5][C:4]=2[CH:3]=1.[CH:21]([N:24]1[CH2:29][CH2:28][CH:27](O)[CH2:26][CH2:25]1)([CH3:23])[CH3:22].C1(P(C2C=CC=CC=2)C2C=CC=CC=2)C=CC=CC=1.CC(OC(/N=N/C(OC(C)(C)C)=O)=O)(C)C. (2) Given the product [C:13]([O:17][C:18]([N:20]1[CH2:25][CH2:24][C:23]2[N:26]([CH3:44])[C:27]([C:37]3[CH:42]=[CH:41][N:40]=[C:39]([NH2:43])[N:38]=3)=[C:28]([CH2:29][C:30]3[CH:35]=[CH:34][CH:33]=[C:32]([NH:36][C:10]([NH:9][C:6]4[CH:5]=[CH:4][C:3]([C:2]([F:11])([F:12])[F:1])=[CH:8][CH:7]=4)=[O:50])[CH:31]=3)[C:22]=2[C:21]1=[O:45])=[O:19])([CH3:15])([CH3:16])[CH3:14], predict the reactants needed to synthesize it. The reactants are: [F:1][C:2]([F:12])([F:11])[C:3]1[CH:8]=[CH:7][C:6]([N+:9]#[C-:10])=[CH:5][CH:4]=1.[C:13]([O:17][C:18]([N:20]1[CH2:25][CH2:24][C:23]2[N:26]([CH3:44])[C:27]([C:37]3[CH:42]=[CH:41][N:40]=[C:39]([NH2:43])[N:38]=3)=[C:28]([CH2:29][C:30]3[CH:35]=[CH:34][CH:33]=[C:32]([NH2:36])[CH:31]=3)[C:22]=2[C:21]1=[O:45])=[O:19])([CH3:16])([CH3:15])[CH3:14].CC([O:50]C)(C)C. (3) Given the product [CH2:9]([O:8][C:6](=[O:7])[CH2:5][NH:4][C:21]1[CH:22]=[CH:23][CH:24]=[C:19]([Br:18])[C:20]=1[N+:26]([O-:28])=[O:27])[CH3:10], predict the reactants needed to synthesize it. The reactants are: Cl.C([NH:4][CH2:5][C:6]([OH:8])=[O:7])C.[CH:9](N(C(C)C)CC)(C)[CH3:10].[Br:18][C:19]1[CH:24]=[CH:23][CH:22]=[C:21](F)[C:20]=1[N+:26]([O-:28])=[O:27].O. (4) Given the product [F:1][C:2]1[C:7]([O:8][CH2:9][CH2:10][O:11][CH3:12])=[CH:6][N:5]=[C:4]2[NH:13][CH:14]=[C:15]([N+:16]([O-:18])=[O:17])[C:3]=12, predict the reactants needed to synthesize it. The reactants are: [F:1][C:2]1[C:7]([O:8][CH2:9][CH2:10][O:11][CH3:12])=[CH:6][N:5]=[C:4]2[NH:13][CH:14]=[CH:15][C:3]=12.[N+:16]([O-])([OH:18])=[O:17]. (5) Given the product [CH2:1]([O:8][CH2:9][C:10](=[O:26])[CH2:11][N:12]1[C:16]([C:17]2[CH:18]=[CH:19][C:20]([F:23])=[CH:21][CH:22]=2)=[C:15]([Br:24])[C:14]([CH3:25])=[N:13]1)[C:2]1[CH:7]=[CH:6][CH:5]=[CH:4][CH:3]=1, predict the reactants needed to synthesize it. The reactants are: [CH2:1]([O:8][CH2:9][CH:10]([OH:26])[CH2:11][N:12]1[C:16]([C:17]2[CH:22]=[CH:21][C:20]([F:23])=[CH:19][CH:18]=2)=[C:15]([Br:24])[C:14]([CH3:25])=[N:13]1)[C:2]1[CH:7]=[CH:6][CH:5]=[CH:4][CH:3]=1.CC(OI1(OC(C)=O)(OC(C)=O)OC(=O)C2C=CC=CC1=2)=O.C(OCC)(=O)C.O.O.O.O.O.S([O-])([O-])(=O)=S.[Na+].[Na+]. (6) Given the product [CH2:52]([O:54][CH2:55][CH:56]([O:61][C:64]([O:66][CH:7]([N:27]1[N:26]=[C:25]([C:29]([O:31][CH2:32][CH3:33])=[O:30])[C:24]([C:22](=[O:23])[C:21]2[CH:34]=[C:17]([O:16][CH:13]([CH3:15])[CH3:14])[C:18]([O:38][CH3:39])=[CH:19][C:20]=2[N+:35]([O-:37])=[O:36])=[N:28]1)[CH:2]([CH3:3])[CH3:12])=[O:65])[CH2:57][O:58][CH2:59][CH3:60])[CH3:53], predict the reactants needed to synthesize it. The reactants are: O.[C:2]1([CH3:12])[CH:7]=CC(S(O)(=O)=O)=C[CH:3]=1.[CH:13]([O:16][C:17]1[C:18]([O:38][CH3:39])=[CH:19][C:20]([N+:35]([O-:37])=[O:36])=[C:21]([CH:34]=1)[C:22]([C:24]1[NH:28][N:27]=[N:26][C:25]=1[C:29]([O:31][CH2:32][CH3:33])=[O:30])=[O:23])([CH3:15])[CH3:14].C(N1C=CN=C1)(N1C=CN=C1)=O.[CH2:52]([O:54][CH2:55][CH:56]([OH:61])[CH2:57][O:58][CH2:59][CH3:60])[CH3:53].FC(F)(F)[C:64]([OH:66])=[O:65].Cl.